This data is from CYP2D6 inhibition data for predicting drug metabolism from PubChem BioAssay. The task is: Regression/Classification. Given a drug SMILES string, predict its absorption, distribution, metabolism, or excretion properties. Task type varies by dataset: regression for continuous measurements (e.g., permeability, clearance, half-life) or binary classification for categorical outcomes (e.g., BBB penetration, CYP inhibition). Dataset: cyp2d6_veith. (1) The molecule is Cc1ccccc1-c1cc(C(=O)Nc2nc3c(s2)CCCC3)c2ccccc2n1. The result is 0 (non-inhibitor). (2) The drug is Cc1ccc(S(=O)(=O)NCC(=O)N(CC(=O)NCc2ccco2)Cc2cccs2)cc1. The result is 1 (inhibitor). (3) The molecule is CCc1c(C)nc(N)n2c(SCC(=O)Nc3ccccc3)nnc12. The result is 1 (inhibitor). (4) The compound is COC(=O)[C@@]1(Cc2ccccc2)[C@H]2c3cc(C(=O)N(C)C)n(CCO)c3C[C@H]2CN1C(=O)c1ccccc1. The result is 0 (non-inhibitor). (5) The molecule is c1ccc(CNc2nc(-c3ccc4c(c3)OCO4)nc3ccccc23)cc1. The result is 1 (inhibitor). (6) The compound is CCOC(=O)N1CCN(C(=O)CSCc2nc(-c3ccccc3F)oc2C)CC1. The result is 0 (non-inhibitor).